Dataset: Full USPTO retrosynthesis dataset with 1.9M reactions from patents (1976-2016). Task: Predict the reactants needed to synthesize the given product. Given the product [CH3:1][N:2]1[C:6]2[CH:7]=[C:8]([O:11][C:12]3[CH:17]=[CH:16][CH:15]=[C:14]([C:18]([F:19])([F:21])[F:20])[CH:13]=3)[CH:9]=[CH:10][C:5]=2[N:4]=[C:3]1[CH2:22][O:23][C:25]1[CH:26]=[C:27]([CH:32]=[CH:33][CH:34]=1)[C:28]([O:30][CH3:31])=[O:29], predict the reactants needed to synthesize it. The reactants are: [CH3:1][N:2]1[C:6]2[CH:7]=[C:8]([O:11][C:12]3[CH:17]=[CH:16][CH:15]=[C:14]([C:18]([F:21])([F:20])[F:19])[CH:13]=3)[CH:9]=[CH:10][C:5]=2[N:4]=[C:3]1[CH2:22][OH:23].O[C:25]1[CH:26]=[C:27]([CH:32]=[CH:33][CH:34]=1)[C:28]([O:30][CH3:31])=[O:29].C(P(CCCC)CCCC)CCC.N(C(N1CCCCC1)=O)=NC(N1CCCCC1)=O.